Regression. Given a peptide amino acid sequence and an MHC pseudo amino acid sequence, predict their binding affinity value. This is MHC class I binding data. From a dataset of Peptide-MHC class I binding affinity with 185,985 pairs from IEDB/IMGT. (1) The peptide sequence is EQLLSCCRF. The MHC is Mamu-B52 with pseudo-sequence Mamu-B52. The binding affinity (normalized) is 0.225. (2) The peptide sequence is YTDKIAMSY. The MHC is HLA-B83:01 with pseudo-sequence HLA-B83:01. The binding affinity (normalized) is 0.213. (3) The peptide sequence is VMVTSKPLF. The MHC is HLA-A32:01 with pseudo-sequence HLA-A32:01. The binding affinity (normalized) is 0.0937. (4) The peptide sequence is MLIDLGLDL. The MHC is HLA-A02:01 with pseudo-sequence HLA-A02:01. The binding affinity (normalized) is 0.757. (5) The peptide sequence is PEDDGTDWF. The MHC is HLA-B46:01 with pseudo-sequence HLA-B46:01. The binding affinity (normalized) is 0.0847. (6) The binding affinity (normalized) is 0.724. The MHC is HLA-A02:01 with pseudo-sequence HLA-A02:01. The peptide sequence is SLSHNFTLV.